This data is from Full USPTO retrosynthesis dataset with 1.9M reactions from patents (1976-2016). The task is: Predict the reactants needed to synthesize the given product. (1) Given the product [CH2:25]([O:29][C:30]1[CH:35]=[CH:34][C:33]([S:36]([N:8]2[C:9]3[C:5](=[CH:4][C:3]([O:2][CH3:1])=[CH:11][CH:10]=3)[C:6]([CH2:12][CH2:13][C:14]#[N:15])=[CH:7]2)(=[O:38])=[O:37])=[CH:32][CH:31]=1)[CH2:26][CH2:27][CH3:28], predict the reactants needed to synthesize it. The reactants are: [CH3:1][O:2][C:3]1[CH:4]=[C:5]2[C:9](=[CH:10][CH:11]=1)[NH:8][CH:7]=[C:6]2[CH2:12][CH2:13][C:14]#[N:15].C1(C)C=CC=CC=1.[OH-].[K+].[CH2:25]([O:29][C:30]1[CH:35]=[CH:34][C:33]([S:36](Cl)(=[O:38])=[O:37])=[CH:32][CH:31]=1)[CH2:26][CH2:27][CH3:28]. (2) The reactants are: Br[C:2]1[N:3]=[C:4]([C:20]2[C:21]([CH3:29])=[N:22][N:23]3[CH:28]=[CH:27][CH:26]=[CH:25][C:24]=23)[S:5][C:6]=1[C:7]1[N:11]=[CH:10][N:9](COCC[Si](C)(C)C)[N:8]=1.[OH:30][CH2:31][C:32]1[CH:37]=[CH:36][C:35](B(O)O)=[CH:34][CH:33]=1.C([O-])(O)=O.[Na+].FC(F)(F)C(O)=O. Given the product [CH3:29][C:21]1[C:20]([C:4]2[S:5][C:6]([C:7]3[N:11]=[CH:10][NH:9][N:8]=3)=[C:2]([C:35]3[CH:36]=[CH:37][C:32]([CH2:31][OH:30])=[CH:33][CH:34]=3)[N:3]=2)=[C:24]2[CH:25]=[CH:26][CH:27]=[CH:28][N:23]2[N:22]=1, predict the reactants needed to synthesize it. (3) Given the product [F:36][C:37]([F:42])([F:41])[C:38]([OH:40])=[O:39].[CH2:32]([N:16]1[C:15]2[C:19](=[N:20][CH:21]=[N:22][C:14]=2[N:11]2[CH2:12][CH2:13][NH:8][CH2:9][CH2:10]2)[N:18]([C:23]2[CH:28]=[CH:27][C:26](=[O:29])[N:25]([CH3:30])[CH:24]=2)[C:17]1=[O:31])[C:33]#[C:34][CH3:35], predict the reactants needed to synthesize it. The reactants are: C(OC([N:8]1[CH2:13][CH2:12][N:11]([C:14]2[N:22]=[CH:21][N:20]=[C:19]3[C:15]=2[N:16]([CH2:32][C:33]#[C:34][CH3:35])[C:17](=[O:31])[N:18]3[C:23]2[CH:28]=[CH:27][C:26](=[O:29])[N:25]([CH3:30])[CH:24]=2)[CH2:10][CH2:9]1)=O)(C)(C)C.[F:36][C:37]([F:42])([F:41])[C:38]([OH:40])=[O:39]. (4) The reactants are: [C:1]([C:3]1[CH:8]=[N:7][C:6]([O:9]C)=[C:5]2[N:11]([C:19]3[CH:20]=[C:21]([C:24]([O:26][CH3:27])=[O:25])[S:22][CH:23]=3)[N:12]=[C:13]([CH:14]3[CH2:18][CH2:17][CH2:16][CH2:15]3)[C:4]=12)#[N:2].[I-].[Na+].Cl[Si](C)(C)C.O. Given the product [C:1]([C:3]1[C:4]2[C:13]([CH:14]3[CH2:18][CH2:17][CH2:16][CH2:15]3)=[N:12][N:11]([C:19]3[CH:20]=[C:21]([C:24]([O:26][CH3:27])=[O:25])[S:22][CH:23]=3)[C:5]=2[C:6](=[O:9])[NH:7][CH:8]=1)#[N:2], predict the reactants needed to synthesize it. (5) Given the product [N:1]1([CH2:13][C:14]2[CH:15]=[CH:16][C:17]([C:20]3[O:21][CH:22]=[C:23]([C:25]([O:27][CH2:28][CH3:29])=[O:26])[N:24]=3)=[CH:18][CH:19]=2)[C:9]2[C:4](=[CH:5][CH:6]=[CH:7][CH:8]=2)[CH:3]=[N:2]1, predict the reactants needed to synthesize it. The reactants are: [NH:1]1[C:9]2[C:4](=[CH:5][CH:6]=[CH:7][CH:8]=2)[CH:3]=[N:2]1.[H-].[Na+].Cl[CH2:13][C:14]1[CH:19]=[CH:18][C:17]([C:20]2[O:21][CH:22]=[C:23]([C:25]([O:27][CH2:28][CH3:29])=[O:26])[N:24]=2)=[CH:16][CH:15]=1. (6) Given the product [O:58]=[C:57]([N:59]1[CH2:60][CH2:61][CH:62]([O:65][C:66]2[CH:71]=[CH:70][CH:69]=[C:68]([C:72]([F:75])([F:73])[F:74])[CH:67]=2)[CH2:63][CH2:64]1)[CH2:56][NH:55][C:22]([C:20]1[N:19]=[N:18][N:17]([C:13]2[CH:14]=[CH:15][CH:16]=[C:11]([F:10])[CH:12]=2)[CH:21]=1)=[O:24], predict the reactants needed to synthesize it. The reactants are: CCN(C(C)C)C(C)C.[F:10][C:11]1[CH:12]=[C:13]([N:17]2[CH:21]=[C:20]([C:22]([OH:24])=O)[N:19]=[N:18]2)[CH:14]=[CH:15][CH:16]=1.FC1C=C(C=CC=1)N.C1C=CC2N(O)N=NC=2C=1.CCN=C=NCCCN(C)C.Cl.[NH2:55][CH2:56][C:57]([N:59]1[CH2:64][CH2:63][CH:62]([O:65][C:66]2[CH:71]=[CH:70][CH:69]=[C:68]([C:72]([F:75])([F:74])[F:73])[CH:67]=2)[CH2:61][CH2:60]1)=[O:58]. (7) Given the product [C:1]([O:5][C:6]([N:8]1[CH2:20][C@@H:19]([CH3:21])[N:18]2[C@H:10]([CH2:11][C:12]3[C:17]2=[N:16][C:15]([CH3:22])=[C:14]([CH2:23][O:24][CH2:28][CH:29]2[CH2:31][CH2:30]2)[CH:13]=3)[CH2:9]1)=[O:7])([CH3:2])([CH3:3])[CH3:4], predict the reactants needed to synthesize it. The reactants are: [C:1]([O:5][C:6]([N:8]1[CH2:20][C@@H:19]([CH3:21])[N:18]2[C@H:10]([CH2:11][C:12]3[C:17]2=[N:16][C:15]([CH3:22])=[C:14]([CH2:23][OH:24])[CH:13]=3)[CH2:9]1)=[O:7])([CH3:4])([CH3:3])[CH3:2].[H-].[Na+].Br[CH2:28][CH:29]1[CH2:31][CH2:30]1. (8) Given the product [Br:33][C:5]1[C:6](=[O:32])[N:7]([CH2:24][CH2:25][C:26]2[CH:27]=[CH:28][CH:29]=[CH:30][CH:31]=2)[C:8]([C:10]2[CH:15]=[CH:14][CH:13]=[CH:12][C:11]=2[O:16][CH2:17][C:18]2[CH:19]=[CH:20][CH:21]=[CH:22][CH:23]=2)=[N:9][C:4]=1[CH2:3][O:2][CH3:1], predict the reactants needed to synthesize it. The reactants are: [CH3:1][O:2][CH2:3][C:4]1[N:9]=[C:8]([C:10]2[CH:15]=[CH:14][CH:13]=[CH:12][C:11]=2[O:16][CH2:17][C:18]2[CH:23]=[CH:22][CH:21]=[CH:20][CH:19]=2)[N:7]([CH2:24][CH2:25][C:26]2[CH:31]=[CH:30][CH:29]=[CH:28][CH:27]=2)[C:6](=[O:32])[CH:5]=1.[Br:33]Br.C(OCC)(=O)C. (9) Given the product [C:2]([C:7]1[O:11][C:10]([CH2:12][N:13]2[CH:17]=[C:16]([NH:18][C:28](=[O:29])/[CH:27]=[CH:26]/[C:23]3[CH:24]=[CH:25][C:20]([Cl:19])=[CH:21][CH:22]=3)[CH:15]=[N:14]2)=[CH:9][CH:8]=1)(=[O:6])[CH3:1], predict the reactants needed to synthesize it. The reactants are: [CH3:1][C:2]1([C:7]2[O:11][C:10]([CH2:12][N:13]3[CH:17]=[C:16]([NH2:18])[CH:15]=[N:14]3)=[CH:9][CH:8]=2)[O:6]CCO1.[Cl:19][C:20]1[CH:25]=[CH:24][C:23](/[CH:26]=[CH:27]/[C:28](O)=[O:29])=[CH:22][CH:21]=1. (10) Given the product [Cl:41][C:42]([Cl:47])([Cl:46])[C:43]([C:3]1[N:4]2[C:5]([CH2:6][N:7]([C:15]([C:17]3[CH:22]=[CH:21][C:20]([C:23]4[CH:28]=[CH:27][CH:26]=[CH:25][C:24]=4[O:29][CH3:30])=[C:19]([CH3:31])[CH:18]=3)=[O:16])[C:8]3[CH:14]=[CH:13][CH:12]=[CH:11][C:9]=3[CH2:10]2)=[CH:1][CH:2]=1)=[O:44], predict the reactants needed to synthesize it. The reactants are: [CH:1]1[CH:2]=[CH:3][N:4]2[CH2:10][C:9]3[CH:11]=[CH:12][CH:13]=[CH:14][C:8]=3[N:7]([C:15]([C:17]3[CH:22]=[CH:21][C:20]([C:23]4[CH:28]=[CH:27][CH:26]=[CH:25][C:24]=4[O:29][CH3:30])=[C:19]([CH3:31])[CH:18]=3)=[O:16])[CH2:6][C:5]=12.C(N(CC)C(C)C)(C)C.[Cl:41][C:42]([Cl:47])([Cl:46])[C:43](Cl)=[O:44].